From a dataset of Catalyst prediction with 721,799 reactions and 888 catalyst types from USPTO. Predict which catalyst facilitates the given reaction. (1) Reactant: [N+:1]([C:4]1[CH:9]=[CH:8][C:7]([N:10]2[CH2:15][CH2:14][CH2:13][CH:12]([NH:16][C@@H:17]3[CH2:22][CH2:21][CH2:20][CH2:19][C@H:18]3[NH2:23])[CH2:11]2)=[CH:6][CH:5]=1)([O-:3])=[O:2].CN(C=O)C.C(N(C(C)C)CC)(C)C.Cl[C:39]1[O:40][C:41]2[CH:47]=[CH:46][CH:45]=[CH:44][C:42]=2[N:43]=1. Product: [O:40]1[C:41]2[CH:47]=[CH:46][CH:45]=[CH:44][C:42]=2[N:43]=[C:39]1[NH:23][C@@H:18]1[CH2:19][CH2:20][CH2:21][CH2:22][C@H:17]1[NH:16][C@H:12]1[CH2:13][CH2:14][CH2:15][N:10]([C:7]2[CH:6]=[CH:5][C:4]([N+:1]([O-:3])=[O:2])=[CH:9][CH:8]=2)[CH2:11]1. The catalyst class is: 5. (2) Reactant: [NH2:1][N:2]1[C:7](=[O:8])[C:6]([C:9]2[NH:14][C:13]3[CH:15]=[CH:16][CH:17]=[CH:18][C:12]=3[S:11](=[O:20])(=[O:19])[N:10]=2)=[C:5]([OH:21])[C:4]2[S:22][CH:23]=[CH:24][C:3]1=2.[CH:25]1([CH:31]=O)[CH2:30][CH2:29][CH2:28][CH2:27][CH2:26]1. Product: [CH:25]1([CH:31]=[N:1][N:2]2[C:7](=[O:8])[C:6]([C:9]3[NH:14][C:13]4[CH:15]=[CH:16][CH:17]=[CH:18][C:12]=4[S:11](=[O:20])(=[O:19])[N:10]=3)=[C:5]([OH:21])[C:4]3[S:22][CH:23]=[CH:24][C:3]2=3)[CH2:30][CH2:29][CH2:28][CH2:27][CH2:26]1. The catalyst class is: 80. (3) Reactant: [CH:1]1[C:10]2[C:5](=[CH:6][CH:7]=[CH:8][CH:9]=2)[CH:4]=[CH:3][C:2]=1[CH2:11][C@@H:12]([NH:30]C(=O)OC(C)(C)C)[C:13](=[O:29])[NH:14][C:15]1[CH:16]=[C:17]2[C:27](=[O:28])[NH:26][N:25]=[CH:24][C:19]3=[CH:20][NH:21][C:22]([CH:23]=1)=[C:18]23.[ClH:38]. Product: [ClH:38].[NH2:30][C@H:12]([CH2:11][C:2]1[CH:3]=[CH:4][C:5]2[C:10](=[CH:9][CH:8]=[CH:7][CH:6]=2)[CH:1]=1)[C:13]([NH:14][C:15]1[CH:16]=[C:17]2[C:27](=[O:28])[NH:26][N:25]=[CH:24][C:19]3=[CH:20][NH:21][C:22]([CH:23]=1)=[C:18]23)=[O:29]. The catalyst class is: 12. (4) Reactant: [C:1](Cl)(=[O:11])[C:2]1[CH:10]=[CH:9][C:5]([C:6](Cl)=[O:7])=[CH:4][CH:3]=1.[NH2:13][C:14]1[CH:15]=[C:16]([C:28]2[CH:33]=[CH:32][CH:31]=[CH:30][CH:29]=2)[CH:17]=[CH:18][C:19]=1[NH:20]C(=O)OC(C)(C)C.C([N:37]([CH:40]([CH3:42])C)[CH2:38][CH3:39])(C)C.[N:43]1(C(OC(C)(C)C)=O)[C:47]2(CCNCC2)[CH2:46][CH2:45][CH2:44]1.C(=O)([O-])[O-].FC(F)(F)C(O)=O. Product: [NH2:20][C:19]1[CH:18]=[CH:17][C:16]([C:28]2[CH:29]=[CH:30][CH:31]=[CH:32][CH:33]=2)=[CH:15][C:14]=1[NH:13][C:1](=[O:11])[C:2]1[CH:10]=[CH:9][C:5]([C:6]([N:43]2[CH2:47][CH2:46][C:45]3([CH2:39][CH2:38][NH:37][CH2:40][CH2:42]3)[CH2:44]2)=[O:7])=[CH:4][CH:3]=1. The catalyst class is: 120.